The task is: Predict the product of the given reaction.. This data is from Forward reaction prediction with 1.9M reactions from USPTO patents (1976-2016). (1) Given the reactants Br[C:2]1[CH:7]=[C:6]([C:8]([CH3:11])([CH3:10])[CH3:9])[CH:5]=[CH:4][C:3]=1[S:12]([N:15]([C:19]1[CH:23]=[CH:22][S:21][C:20]=1[C:24]([O:26][CH3:27])=[O:25])[CH2:16][O:17][CH3:18])(=[O:14])=[O:13].[C:28]1(/[CH:34]=[CH:35]/B(O)O)[CH:33]=[CH:32][CH:31]=[CH:30][CH:29]=1.C(=O)([O-])[O-].[Cs+].[Cs+].C1(C)C=CC=CC=1, predict the reaction product. The product is: [C:8]([C:6]1[CH:5]=[CH:4][C:3]([S:12]([N:15]([C:19]2[CH:23]=[CH:22][S:21][C:20]=2[C:24]([O:26][CH3:27])=[O:25])[CH2:16][O:17][CH3:18])(=[O:14])=[O:13])=[C:2]([CH:35]=[CH:34][C:28]2[CH:33]=[CH:32][CH:31]=[CH:30][CH:29]=2)[CH:7]=1)([CH3:11])([CH3:10])[CH3:9]. (2) The product is: [CH2:1]([N:8]1[CH:13]2[CH2:14][CH2:15][CH:9]1[CH2:10][C:11](=[N:22][OH:23])[CH2:12]2)[C:2]1[CH:7]=[CH:6][CH:5]=[CH:4][CH:3]=1. Given the reactants [CH2:1]([N:8]1[CH:13]2[CH2:14][CH2:15][CH:9]1[CH2:10][C:11](=O)[CH2:12]2)[C:2]1[CH:7]=[CH:6][CH:5]=[CH:4][CH:3]=1.C([O-])(=O)C.[Na+].[NH2:22][OH:23].Cl.[OH-].[Na+], predict the reaction product. (3) Given the reactants [NH2:1][C:2]1[CH:9]=[CH:8][C:5]([C:6]#[N:7])=[CH:4][C:3]=1[N+:10]([O-:12])=[O:11].CO[CH:15]1[CH2:19][CH2:18][CH:17](OC)O1, predict the reaction product. The product is: [N+:10]([C:3]1[CH:4]=[C:5]([CH:8]=[CH:9][C:2]=1[N:1]1[CH:15]=[CH:19][CH:18]=[CH:17]1)[C:6]#[N:7])([O-:12])=[O:11].